Dataset: Forward reaction prediction with 1.9M reactions from USPTO patents (1976-2016). Task: Predict the product of the given reaction. (1) Given the reactants [N+:1]([C:4]1[CH:9]=[CH:8][C:7]([CH2:10][CH2:11][CH2:12][C:13]2[N:17]([CH3:18])[N:16]=[C:15]([C:19]3[CH:24]=[CH:23][C:22]([F:25])=[CH:21][CH:20]=3)[C:14]=2[C:26]2[CH:31]=[CH:30][N:29]=[CH:28][CH:27]=2)=[CH:6][CH:5]=1)([O-])=O.C1CCCCC=1, predict the reaction product. The product is: [NH2:1][C:4]1[CH:9]=[CH:8][C:7]([CH2:10][CH2:11][CH2:12][C:13]2[N:17]([CH3:18])[N:16]=[C:15]([C:19]3[CH:24]=[CH:23][C:22]([F:25])=[CH:21][CH:20]=3)[C:14]=2[C:26]2[CH:27]=[CH:28][N:29]=[CH:30][CH:31]=2)=[CH:6][CH:5]=1. (2) Given the reactants [P:1]([O-:19])([O:11][CH2:12][C:13]1[CH:18]=[CH:17][CH:16]=[CH:15][CH:14]=1)([O:3][CH2:4][C:5]1[CH:10]=[CH:9][CH:8]=[CH:7][CH:6]=1)=[O:2].C(O[CH:24]([CH3:26])[CH3:25])(=O)C.[CH:36]1(N=C=N[CH:36]2[CH2:41][CH2:40][CH2:39][CH2:38][CH2:37]2)[CH2:41][CH2:40][CH2:39][CH2:38][CH2:37]1, predict the reaction product. The product is: [CH2:12]([O:11][P:1]([O:19][P:1]([O:11][CH2:12][C:25]1[CH:24]=[CH:26][CH:10]=[CH:5][CH:6]=1)([O:3][CH2:4][C:36]1[CH:37]=[CH:38][CH:39]=[CH:40][CH:41]=1)=[O:2])(=[O:2])[O:3][CH2:4][C:5]1[CH:10]=[CH:9][CH:8]=[CH:7][CH:6]=1)[C:13]1[CH:18]=[CH:17][CH:16]=[CH:15][CH:14]=1. (3) Given the reactants [Na].[Cl:2][C:3]1[CH:8]=[CH:7][C:6]([SH:9])=[CH:5][CH:4]=1.Cl[CH2:11][C:12](=[N:14][C:15]1[C:20]([CH:21]([CH3:23])[CH3:22])=[CH:19][CH:18]=[CH:17][C:16]=1[CH:24]([CH3:26])[CH3:25])[CH3:13], predict the reaction product. The product is: [Cl:2][C:3]1[CH:8]=[CH:7][C:6]([S:9][CH2:13][C:12](=[N:14][C:15]2[C:20]([CH:21]([CH3:22])[CH3:23])=[CH:19][CH:18]=[CH:17][C:16]=2[CH:24]([CH3:26])[CH3:25])[CH3:11])=[CH:5][CH:4]=1. (4) Given the reactants [NH2:1][CH2:2][C@@H:3]1[C@H:8]([CH3:9])[CH2:7][CH2:6][CH2:5][N:4]1[C:10]([C:12]1[C:17]([C:18]2[N:23]=[CH:22][CH:21]=[CH:20][N:19]=2)=[CH:16][CH:15]=[CH:14][C:13]=1[CH3:24])=[O:11].Cl[C:26]1[N:31]=[CH:30][C:29]([C:32]([F:35])([F:34])[F:33])=[CH:28][N:27]=1, predict the reaction product. The product is: [CH3:9][C@@H:8]1[CH2:7][CH2:6][CH2:5][N:4]([C:10]([C:12]2[C:17]([C:18]3[N:19]=[CH:20][CH:21]=[CH:22][N:23]=3)=[CH:16][CH:15]=[CH:14][C:13]=2[CH3:24])=[O:11])[C@@H:3]1[CH2:2][NH:1][C:26]1[N:31]=[CH:30][C:29]([C:32]([F:35])([F:34])[F:33])=[CH:28][N:27]=1.